From a dataset of Forward reaction prediction with 1.9M reactions from USPTO patents (1976-2016). Predict the product of the given reaction. (1) Given the reactants [NH2:1][C:2]1[NH:6][N:5]=[CH:4][C:3]=1[C:7]([O:9][CH2:10][CH3:11])=[O:8].O=[C:13]([C:20]1[CH:25]=[CH:24][CH:23]=[CH:22][CH:21]=1)[CH2:14][C:15](OCC)=[O:16], predict the reaction product. The product is: [OH:16][C:15]1[N:6]2[N:5]=[CH:4][C:3]([C:7]([O:9][CH2:10][CH3:11])=[O:8])=[C:2]2[N:1]=[C:13]([C:20]2[CH:25]=[CH:24][CH:23]=[CH:22][CH:21]=2)[CH:14]=1. (2) Given the reactants [N:1]1([CH2:6][CH2:7][O:8][C:9]2[CH:10]=[C:11]([NH2:19])[CH:12]=[C:13]([C:15]([F:18])([F:17])[F:16])[CH:14]=2)[CH2:5][CH2:4][CH:3]=[CH:2]1.[CH:20]1[N:24]=[CH:23][N:22]([C:25](N2C=NC=C2)=[S:26])[CH:21]=1, predict the reaction product. The product is: [N:19]([C:11]1[CH:10]=[C:9]([CH:14]=[C:13]([C:15]([F:17])([F:18])[F:16])[CH:12]=1)[O:8][CH2:7][CH2:6][N:1]1[CH2:5][CH2:4][CH2:3][CH2:2]1)=[C:25]=[S:26].[NH:22]1[CH:21]=[CH:20][N:24]=[CH:23]1. (3) Given the reactants [NH2:1][CH:2]1[CH2:7][CH2:6][N:5]([C:8]2([CH3:20])[CH2:12][CH2:11][N:10]([C:13]([O:15][C:16]([CH3:19])([CH3:18])[CH3:17])=[O:14])[CH2:9]2)[CH2:4][CH2:3]1.F[C:22]1[CH:27]=[C:26]([F:28])[CH:25]=[CH:24][C:23]=1[N+:29]([O-:31])=[O:30].C(=O)([O-])[O-].[Na+].[Na+], predict the reaction product. The product is: [F:28][C:26]1[CH:25]=[CH:24][C:23]([N+:29]([O-:31])=[O:30])=[C:22]([NH:1][CH:2]2[CH2:7][CH2:6][N:5]([C:8]3([CH3:20])[CH2:12][CH2:11][N:10]([C:13]([O:15][C:16]([CH3:19])([CH3:18])[CH3:17])=[O:14])[CH2:9]3)[CH2:4][CH2:3]2)[CH:27]=1. (4) Given the reactants [CH3:1][N:2]([CH3:41])[CH2:3][CH2:4][N:5]1[CH:9]=[C:8]([C:10]2[CH:15]=[CH:14][C:13]([F:16])=[C:12]([C:17]([F:20])([F:19])[F:18])[CH:11]=2)[N:7]=[C:6]1[CH:21]1[CH2:26][CH2:25][N:24]([C:27]2[N:32]=[CH:31][N:30]=[C:29]([NH2:33])[C:28]=2[C:34]2[CH:39]=[CH:38][C:37](F)=[CH:36][CH:35]=2)[CH2:23][CH2:22]1.CC1(C)C(C)(C)OB(C2C=CC([C:54]([O:56][CH3:57])=[O:55])=CC=2)O1, predict the reaction product. The product is: [NH2:33][C:29]1[C:28]([C:34]2[CH:39]=[CH:38][C:37]([C:54]([O:56][CH3:57])=[O:55])=[CH:36][CH:35]=2)=[C:27]([N:24]2[CH2:23][CH2:22][CH:21]([C:6]3[N:5]([CH2:4][CH2:3][N:2]([CH3:41])[CH3:1])[CH:9]=[C:8]([C:10]4[CH:15]=[CH:14][C:13]([F:16])=[C:12]([C:17]([F:20])([F:19])[F:18])[CH:11]=4)[N:7]=3)[CH2:26][CH2:25]2)[N:32]=[CH:31][N:30]=1. (5) Given the reactants [Cl:1][C:2]1[CH:7]=[CH:6][C:5]([CH:8]=[CH:9][N+:10]([O-])=O)=[C:4]([CH3:13])[CH:3]=1.[H-].[Al+3].[Li+].[H-].[H-].[H-], predict the reaction product. The product is: [Cl:1][C:2]1[CH:7]=[CH:6][C:5]([CH2:8][CH2:9][NH2:10])=[C:4]([CH3:13])[CH:3]=1.